Dataset: Forward reaction prediction with 1.9M reactions from USPTO patents (1976-2016). Task: Predict the product of the given reaction. Given the reactants [Cl:1][C:2]1[N:7]=[CH:6][C:5]([OH:8])=[CH:4][CH:3]=1.[N+:9]([O-])([OH:11])=[O:10].[OH-].[Na+], predict the reaction product. The product is: [Cl:1][C:2]1[N:7]=[C:6]([N+:9]([O-:11])=[O:10])[C:5]([OH:8])=[CH:4][CH:3]=1.